This data is from Full USPTO retrosynthesis dataset with 1.9M reactions from patents (1976-2016). The task is: Predict the reactants needed to synthesize the given product. (1) Given the product [F:9][C:2]([F:1])([F:10])[CH2:3][CH2:4][CH2:5][C:6]([N:56]1[CH2:55][CH2:54][CH:53]([C:51]2[O:50][N:49]=[C:48]([C:42]3[CH:47]=[CH:46][CH:45]=[CH:44][CH:43]=3)[N:52]=2)[CH2:58][CH2:57]1)=[O:8], predict the reactants needed to synthesize it. The reactants are: [F:1][C:2]([F:10])([F:9])[CH2:3][CH2:4][CH2:5][C:6]([OH:8])=O.CCN=C=NCCCN(C)C.C1C=CC2N(O)N=NC=2C=1.C(N(C(C)C)CC)(C)C.Cl.[C:42]1([C:48]2[N:52]=[C:51]([CH:53]3[CH2:58][CH2:57][NH:56][CH2:55][CH2:54]3)[O:50][N:49]=2)[CH:47]=[CH:46][CH:45]=[CH:44][CH:43]=1. (2) Given the product [C:8]([CH:1]([C:2]1[CH:7]=[CH:6][CH:5]=[CH:4][CH:3]=1)[C:25]1([OH:28])[CH2:24][CH2:23][N:22]([C:15]([O:17][C:18]([CH3:20])([CH3:19])[CH3:21])=[O:16])[CH2:27][CH2:26]1)#[N:9], predict the reactants needed to synthesize it. The reactants are: [CH2:1]([C:8]#[N:9])[C:2]1[CH:7]=[CH:6][CH:5]=[CH:4][CH:3]=1.[Li]CCCC.[C:15]([N:22]1[CH2:27][CH2:26][C:25](=[O:28])[CH2:24][CH2:23]1)([O:17][C:18]([CH3:21])([CH3:20])[CH3:19])=[O:16]. (3) The reactants are: Br[C:2](Br)=[CH:3][C:4]1[C:9]([CH2:10][CH3:11])=[C:8]([F:12])[CH:7]=[CH:6][C:5]=1[CH2:13][CH3:14].[CH2:16]([NH2:19])[CH2:17][NH2:18]. Given the product [CH2:10]([C:9]1[C:8]([F:12])=[CH:7][CH:6]=[C:5]([CH2:13][CH3:14])[C:4]=1[CH2:3][C:2]1[NH:18][CH2:17][CH2:16][N:19]=1)[CH3:11], predict the reactants needed to synthesize it. (4) Given the product [NH:1]1[C:9]2[C:4](=[CH:5][CH:6]=[CH:7][CH:8]=2)[C:3]([C@H:10]([CH3:40])[C@@H:11]([NH:25][C:26]([N:28]2[CH2:33][CH2:32][CH:31]([C:34]3[CH:39]=[CH:38][CH:37]=[CH:36][CH:35]=3)[CH2:30][CH2:29]2)=[O:27])[C:12]([NH:14][C:15]2[CH:24]=[C:23]3[C:18]([CH2:19][CH2:20][N:21]([CH3:43])[CH2:22]3)=[CH:17][CH:16]=2)=[O:13])=[CH:2]1, predict the reactants needed to synthesize it. The reactants are: [NH:1]1[C:9]2[C:4](=[CH:5][CH:6]=[CH:7][CH:8]=2)[C:3]([C@H:10]([CH3:40])[C@@H:11]([NH:25][C:26]([N:28]2[CH2:33][CH2:32][CH:31]([C:34]3[CH:39]=[CH:38][CH:37]=[CH:36][CH:35]=3)[CH2:30][CH2:29]2)=[O:27])[C:12]([NH:14][C:15]2[CH:24]=[C:23]3[C:18]([CH2:19][CH2:20][NH:21][CH2:22]3)=[CH:17][CH:16]=2)=[O:13])=[CH:2]1.C=O.[C:43](O[BH-](OC(=O)C)OC(=O)C)(=O)C.[Na+].C(=O)([O-])O.[Na+]. (5) Given the product [CH3:1][O:2][C:3]1[C:4]([N+:12]([O-:14])=[O:13])=[CH:5][C:6]([CH3:11])=[C:7]([CH:10]=1)[C:8]([OH:21])=[O:15], predict the reactants needed to synthesize it. The reactants are: [CH3:1][O:2][C:3]1[C:4]([N+:12]([O-:14])=[O:13])=[CH:5][C:6]([CH3:11])=[C:7]([CH:10]=1)[C:8]#N.[OH-:15].[K+].N([O-])=O.[Na+].[OH2:21]. (6) Given the product [CH:1]1([C:7]2[C:8]3[CH:9]=[CH:10][C:11]([C:26]([O:28][CH3:29])=[O:27])=[CH:12][C:13]=3[N:14]3[CH2:20][C:19](=[O:21])[CH2:18][C:17]4[CH:22]=[CH:23][CH:24]=[CH:25][C:16]=4[C:15]=23)[CH2:2][CH2:3][CH2:4][CH2:5][CH2:6]1, predict the reactants needed to synthesize it. The reactants are: [CH:1]1([C:7]2[C:8]3[CH:9]=[CH:10][C:11]([C:26]([O:28][CH3:29])=[O:27])=[CH:12][C:13]=3[N:14]3[CH2:20][CH:19]([OH:21])[CH2:18][C:17]4[CH:22]=[CH:23][CH:24]=[CH:25][C:16]=4[C:15]=23)[CH2:6][CH2:5][CH2:4][CH2:3][CH2:2]1. (7) Given the product [Br:4][C:5]1[CH:16]=[CH:15][C:8]([C:9](=[O:10])[CH3:1])=[C:7]([Cl:17])[CH:6]=1, predict the reactants needed to synthesize it. The reactants are: [CH3:1][Mg]Br.[Br:4][C:5]1[CH:16]=[CH:15][C:8]([C:9](N(OC)C)=[O:10])=[C:7]([Cl:17])[CH:6]=1.[Cl-].[NH4+]. (8) Given the product [CH2:1]([O:3][C:4](=[O:18])[CH2:5][O:6][C:7]1[CH:12]=[CH:11][C:10]([SH:13])=[CH:9][C:8]=1[CH3:17])[CH3:2], predict the reactants needed to synthesize it. The reactants are: [CH2:1]([O:3][C:4](=[O:18])[CH2:5][O:6][C:7]1[CH:12]=[CH:11][C:10]([S:13]C(=O)C)=[CH:9][C:8]=1[CH3:17])[CH3:2].N1CCCC1.